Dataset: Full USPTO retrosynthesis dataset with 1.9M reactions from patents (1976-2016). Task: Predict the reactants needed to synthesize the given product. (1) Given the product [C:1]([O:5][C:6](=[O:40])[NH:7][C@H:8]([C:34]1[CH:35]=[CH:36][CH:37]=[CH:38][CH:39]=1)[CH2:9][N:10]1[C:15](=[O:16])[C:14]([N:17]2[CH2:22][CH2:21][N:20]([CH2:47][C:48]3[CH:53]=[CH:52][CH:51]=[CH:50][CH:49]=3)[CH2:19][C:18]2=[O:23])=[CH:13][N:12]([CH2:24][C:25]2[C:26]([F:32])=[CH:27][CH:28]=[CH:29][C:30]=2[F:31])[C:11]1=[O:33])([CH3:4])([CH3:2])[CH3:3], predict the reactants needed to synthesize it. The reactants are: [C:1]([O:5][C:6](=[O:40])[NH:7][C@H:8]([C:34]1[CH:39]=[CH:38][CH:37]=[CH:36][CH:35]=1)[CH2:9][N:10]1[C:15](=[O:16])[C:14]([N:17]2[CH2:22][CH2:21][NH:20][CH2:19][C:18]2=[O:23])=[CH:13][N:12]([CH2:24][C:25]2[C:30]([F:31])=[CH:29][CH:28]=[CH:27][C:26]=2[F:32])[C:11]1=[O:33])([CH3:4])([CH3:3])[CH3:2].C(=O)([O-])[O-].[K+].[K+].[CH2:47](Br)[C:48]1[CH:53]=[CH:52][CH:51]=[CH:50][CH:49]=1. (2) Given the product [Na+:15].[Na+:15].[O:1]=[C:2]([O-:14])[C@H:3]([C@H:5]([C@@H:7]([C@@H:9]([C:11]([O-:13])=[O:12])[OH:10])[OH:8])[OH:6])[OH:4], predict the reactants needed to synthesize it. The reactants are: [O:1]=[C:2]([OH:14])[C@H:3]([C@H:5]([C@@H:7]([C@@H:9]([C:11]([OH:13])=[O:12])[OH:10])[OH:8])[OH:6])[OH:4].[Na:15][Na].[OH-].[Na+]. (3) Given the product [ClH:2].[O:39]=[C:36]1[NH:35][C:34]2[CH:40]=[C:30]([NH:29][C:3]3[N:8]=[C:7]([C:9]4[S:13][CH:12]=[N:11][C:10]=4[C:14]4[CH:15]=[C:16]([NH:20][C:21](=[O:28])[CH2:22][C:23]5[S:24][CH:25]=[CH:26][CH:27]=5)[CH:17]=[CH:18][CH:19]=4)[CH:6]=[CH:5][N:4]=3)[CH:31]=[CH:32][C:33]=2[O:38][CH2:37]1, predict the reactants needed to synthesize it. The reactants are: [Cl-].[Cl:2][C:3]1[N:8]=[C:7]([C:9]2[S:13][CH:12]=[N:11][C:10]=2[C:14]2[CH:15]=[C:16]([NH:20][C:21](=[O:28])[CH2:22][C:23]3[S:24][CH:25]=[CH:26][CH:27]=3)[CH:17]=[CH:18][CH:19]=2)[CH:6]=[CH:5][N:4]=1.[NH2:29][C:30]1[CH:31]=[CH:32][C:33]2[O:38][CH2:37][C:36](=[O:39])[NH:35][C:34]=2[CH:40]=1. (4) Given the product [CH2:1]([O:3][C:4]([C:6]1[C:7]([CH3:25])=[N:8][C:9]2[C:14]([C:15]=1[NH2:16])=[C:13]([O:17][CH2:18][CH:19]1[CH2:24][CH2:23][CH2:22][CH2:21][N:20]1[C:30](=[O:31])[C:29]1[CH:33]=[CH:34][CH:35]=[C:27]([OH:26])[CH:28]=1)[CH:12]=[CH:11][CH:10]=2)=[O:5])[CH3:2], predict the reactants needed to synthesize it. The reactants are: [CH2:1]([O:3][C:4]([C:6]1[C:7]([CH3:25])=[N:8][C:9]2[C:14]([C:15]=1[NH2:16])=[C:13]([O:17][CH2:18][CH:19]1[CH2:24][CH2:23][CH2:22][CH2:21][NH:20]1)[CH:12]=[CH:11][CH:10]=2)=[O:5])[CH3:2].[OH:26][C:27]1[CH:28]=[C:29]([CH:33]=[CH:34][CH:35]=1)[C:30](O)=[O:31]. (5) Given the product [ClH:31].[CH3:33][O:32][N:34]=[CH:27][C:22]1[N:23]([CH2:25][CH3:26])[CH:24]=[C:20]([C:5]2([C:7]3[CH:12]=[CH:11][CH:10]=[C:9]([C:13]4[C:14]([F:19])=[N:15][CH:16]=[CH:17][CH:18]=4)[CH:8]=3)[C:4](=[O:29])[N:3]([CH3:30])[C:2]([NH2:1])=[N:6]2)[CH:21]=1, predict the reactants needed to synthesize it. The reactants are: [NH2:1][C:2]1[N:3]([CH3:30])[C:4](=[O:29])[C:5]([C:20]2[CH:21]=[C:22]([CH:27]=O)[N:23]([CH2:25][CH3:26])[CH:24]=2)([C:7]2[CH:12]=[CH:11][CH:10]=[C:9]([C:13]3[C:14]([F:19])=[N:15][CH:16]=[CH:17][CH:18]=3)[CH:8]=2)[N:6]=1.[ClH:31].[O:32]([NH2:34])[CH3:33]. (6) Given the product [NH2:8][C:9]1[N:17]=[CH:16][N:15]=[C:14]2[C:10]=1[NH:11][C:12](=[O:35])[N:13]2[C:18]1[CH:34]=[CH:33][C:21]2[O:22][CH2:23][CH2:24][N:25]([C:26]([O:28][C:29]([CH3:31])([CH3:32])[CH3:30])=[O:27])[C:20]=2[CH:19]=1, predict the reactants needed to synthesize it. The reactants are: C([N:8](CC1C=CC=CC=1)[C:9]1[N:17]=[CH:16][N:15]=[C:14]2[C:10]=1[NH:11][C:12](=[O:35])[N:13]2[C:18]1[CH:34]=[CH:33][C:21]2[O:22][CH2:23][CH2:24][N:25]([C:26]([O:28][C:29]([CH3:32])([CH3:31])[CH3:30])=[O:27])[C:20]=2[CH:19]=1)C1C=CC=CC=1.Cl. (7) Given the product [NH2:1][C:2]1[C:7]([C:8]([C:10]2[C:15]([O:16][CH3:17])=[CH:14][C:13]([F:18])=[C:12]([F:19])[C:11]=2[F:20])=[O:9])=[CH:6][N:5]=[C:4]([NH:42][CH:39]2[CH2:40][CH2:41][N:36]([S:33]([CH3:32])(=[O:35])=[O:34])[CH2:37][CH2:38]2)[N:3]=1, predict the reactants needed to synthesize it. The reactants are: [NH2:1][C:2]1[C:7]([C:8]([C:10]2[C:15]([O:16][CH3:17])=[CH:14][C:13]([F:18])=[C:12]([F:19])[C:11]=2[F:20])=[O:9])=[CH:6][N:5]=[C:4](S(CC)=O)[N:3]=1.FC(F)(F)C(O)=O.[CH3:32][S:33]([N:36]1[CH2:41][CH2:40][CH:39]([NH2:42])[CH2:38][CH2:37]1)(=[O:35])=[O:34]. (8) Given the product [Cl:1][C:2]1[C:3]([CH3:26])=[N:4][O:5][C:6]=1[N:7]([CH2:20][O:21][CH2:22][CH2:23][O:24][CH3:25])[S:8]([C:11]1[C:19]2[C:14](=[N:15][CH:16]=[CH:17][CH:18]=2)[S:13][C:12]=1[CH:38]([OH:39])[C:37]1[CH:32]=[CH:33][C:34]2[O:42][CH2:41][O:40][C:35]=2[CH:36]=1)(=[O:9])=[O:10], predict the reactants needed to synthesize it. The reactants are: [Cl:1][C:2]1[C:3]([CH3:26])=[N:4][O:5][C:6]=1[N:7]([CH2:20][O:21][CH2:22][CH2:23][O:24][CH3:25])[S:8]([C:11]1[C:19]2[C:14](=[N:15][CH:16]=[CH:17][CH:18]=2)[S:13][CH:12]=1)(=[O:10])=[O:9].[Li]C(C)(C)C.[CH:32]1[C:37]([CH:38]=[O:39])=[CH:36][C:35]2[O:40][CH2:41][O:42][C:34]=2[CH:33]=1. (9) The reactants are: COC(=O)C1C=CC=C(COC2C=CC(C3C=C(F)C(F)=CC=3F)=CC=2)C=1[NH:27][N:28]([C:37]([O:39][C:40]([CH3:43])([CH3:42])[CH3:41])=[O:38])[CH2:29][C@@H:30]1[CH2:34][O:33][C:32]([CH3:36])([CH3:35])[O:31]1.COC(=O)C1C=CC=C(COC2C=CC(C3C=C(F)C(F)=CC=3Cl)=CC=2)C=1.COC(=O)C1C=CC=C(COC2C=CC(C3C=C(F)C(F)=CC=3Cl)=CC=2)C=1Br. Given the product [C:40]([O:39][C:37]([N:28]([CH2:29][C@H:30]1[CH2:34][O:33][C:32]([CH3:36])([CH3:35])[O:31]1)[NH2:27])=[O:38])([CH3:43])([CH3:41])[CH3:42], predict the reactants needed to synthesize it.